The task is: Regression. Given two drug SMILES strings and cell line genomic features, predict the synergy score measuring deviation from expected non-interaction effect.. This data is from NCI-60 drug combinations with 297,098 pairs across 59 cell lines. (1) Drug 1: CC1CC2C3CCC4=CC(=O)C=CC4(C3(C(CC2(C1(C(=O)CO)O)C)O)F)C. Drug 2: C1CC(CCC1OC2=C(C(=CC=C2)Cl)F)(CC3=NC(=CC=C3)NC4=NC=CS4)C(=O)O. Cell line: OVCAR3. Synergy scores: CSS=13.1, Synergy_ZIP=3.68, Synergy_Bliss=8.62, Synergy_Loewe=-6.12, Synergy_HSA=6.30. (2) Drug 1: C1CCC(C1)C(CC#N)N2C=C(C=N2)C3=C4C=CNC4=NC=N3. Drug 2: CC(C)NC(=O)C1=CC=C(C=C1)CNNC.Cl. Cell line: ACHN. Synergy scores: CSS=10.8, Synergy_ZIP=1.45, Synergy_Bliss=3.70, Synergy_Loewe=2.20, Synergy_HSA=2.59. (3) Drug 1: C#CCC(CC1=CN=C2C(=N1)C(=NC(=N2)N)N)C3=CC=C(C=C3)C(=O)NC(CCC(=O)O)C(=O)O. Drug 2: C(CN)CNCCSP(=O)(O)O. Cell line: CAKI-1. Synergy scores: CSS=-6.31, Synergy_ZIP=4.66, Synergy_Bliss=2.55, Synergy_Loewe=-3.04, Synergy_HSA=-4.96. (4) Drug 1: CC1=CC2C(CCC3(C2CCC3(C(=O)C)OC(=O)C)C)C4(C1=CC(=O)CC4)C. Drug 2: CS(=O)(=O)CCNCC1=CC=C(O1)C2=CC3=C(C=C2)N=CN=C3NC4=CC(=C(C=C4)OCC5=CC(=CC=C5)F)Cl. Cell line: LOX IMVI. Synergy scores: CSS=-2.85, Synergy_ZIP=-0.547, Synergy_Bliss=-3.52, Synergy_Loewe=-1.87, Synergy_HSA=-3.14. (5) Drug 1: CN1CCC(CC1)COC2=C(C=C3C(=C2)N=CN=C3NC4=C(C=C(C=C4)Br)F)OC. Drug 2: C1=CN(C(=O)N=C1N)C2C(C(C(O2)CO)O)O.Cl. Cell line: HL-60(TB). Synergy scores: CSS=35.8, Synergy_ZIP=12.3, Synergy_Bliss=11.5, Synergy_Loewe=-22.8, Synergy_HSA=5.79. (6) Drug 1: CC1=C(C(=CC=C1)Cl)NC(=O)C2=CN=C(S2)NC3=CC(=NC(=N3)C)N4CCN(CC4)CCO. Drug 2: CC1=C(N=C(N=C1N)C(CC(=O)N)NCC(C(=O)N)N)C(=O)NC(C(C2=CN=CN2)OC3C(C(C(C(O3)CO)O)O)OC4C(C(C(C(O4)CO)O)OC(=O)N)O)C(=O)NC(C)C(C(C)C(=O)NC(C(C)O)C(=O)NCCC5=NC(=CS5)C6=NC(=CS6)C(=O)NCCC[S+](C)C)O. Cell line: SF-539. Synergy scores: CSS=56.9, Synergy_ZIP=-3.50, Synergy_Bliss=-2.85, Synergy_Loewe=2.93, Synergy_HSA=3.12. (7) Drug 1: C1CCC(C1)C(CC#N)N2C=C(C=N2)C3=C4C=CNC4=NC=N3. Drug 2: CC1C(C(CC(O1)OC2CC(OC(C2O)C)OC3=CC4=CC5=C(C(=O)C(C(C5)C(C(=O)C(C(C)O)O)OC)OC6CC(C(C(O6)C)O)OC7CC(C(C(O7)C)O)OC8CC(C(C(O8)C)O)(C)O)C(=C4C(=C3C)O)O)O)O. Cell line: OVCAR-5. Synergy scores: CSS=-4.01, Synergy_ZIP=10.1, Synergy_Bliss=8.87, Synergy_Loewe=6.04, Synergy_HSA=4.72.